Dataset: Reaction yield outcomes from USPTO patents with 853,638 reactions. Task: Predict the reaction yield, written as a fraction of the theoretical maximum amount of product (1.0 means a 100% yield; for example, 0.34 means a 34% yield). (1) The yield is 0.110. The catalyst is CN(C)C=O.C(O)C.CCCCCC.C1C=CC(C2C=CC=CC=2)=CC=1.C1C=CC(OC2C=CC=CC=2)=CC=1.C(OCC)C.O. The product is [CH2:29]([O:26][C:13]1[CH:12]=[C:11]2[C:25]([C:6](=[O:8])[CH:5]=[CH:9][NH:10]2)=[CH:24][C:14]=1[C:15]([O:17][C:18]1[CH:19]=[CH:20][CH:21]=[CH:22][CH:23]=1)=[O:16])[C:30]1[CH:35]=[CH:34][CH:33]=[CH:32][CH:31]=1. The reactants are CC1(C)O[C:6](=[O:8])[C:5](=[CH:9][NH:10][C:11]2[CH:25]=[CH:24][C:14]([C:15]([O:17][C:18]3[CH:23]=[CH:22][CH:21]=[CH:20][CH:19]=3)=[O:16])=[C:13]([OH:26])[CH:12]=2)C(=O)O1.[CH2:29](Br)[C:30]1[CH:35]=[CH:34][CH:33]=[CH:32][CH:31]=1.C(=O)([O-])[O-].[K+].[K+].C(OCC)C.O1CCCC1. (2) The reactants are [CH:1]1([C:4]2[C:13]3[C:8](=[CH:9][CH:10]=[CH:11][CH:12]=3)[CH:7]=[N+:6]([O-])[CH:5]=2)[CH2:3][CH2:2]1.O=P(Cl)(Cl)[Cl:17]. No catalyst specified. The product is [Cl:17][C:7]1[C:8]2[C:13](=[CH:12][CH:11]=[CH:10][CH:9]=2)[C:4]([CH:1]2[CH2:3][CH2:2]2)=[CH:5][N:6]=1. The yield is 0.0576. (3) The reactants are Cl[C:2]1[N:7]=[CH:6][N:5]=[C:4]([N:8]2[CH2:13][CH2:12][N:11]([C:14]([O:16][C:17]([CH3:20])([CH3:19])[CH3:18])=[O:15])[CH2:10][CH2:9]2)[CH:3]=1.[F:21][C:22]1[CH:27]=[C:26]([F:28])[CH:25]=[CH:24][C:23]=1B(O)O.C(=O)([O-])[O-].[Na+].[Na+].C1(C)C=CC=CC=1. The catalyst is O. The product is [F:21][C:22]1[CH:27]=[C:26]([F:28])[CH:25]=[CH:24][C:23]=1[C:2]1[N:7]=[CH:6][N:5]=[C:4]([N:8]2[CH2:13][CH2:12][N:11]([C:14]([O:16][C:17]([CH3:20])([CH3:19])[CH3:18])=[O:15])[CH2:10][CH2:9]2)[CH:3]=1. The yield is 0.720. (4) The reactants are [CH3:1][C:2]1[O:6][N:5]=[C:4]([C:7]2[CH:12]=[CH:11][CH:10]=[CH:9][CH:8]=2)[C:3]=1[CH2:13][O:14][C:15]1[CH:23]=[CH:22][C:18]([C:19]([OH:21])=O)=[CH:17][N:16]=1.Cl.[NH2:25][C@@H:26]1[CH2:31][CH2:30][CH2:29][CH2:28][C@H:27]1[OH:32]. No catalyst specified. The product is [OH:32][C@@H:27]1[CH2:28][CH2:29][CH2:30][CH2:31][C@H:26]1[NH:25][C:19](=[O:21])[C:18]1[CH:22]=[CH:23][C:15]([O:14][CH2:13][C:3]2[C:4]([C:7]3[CH:8]=[CH:9][CH:10]=[CH:11][CH:12]=3)=[N:5][O:6][C:2]=2[CH3:1])=[N:16][CH:17]=1. The yield is 0.910. (5) The reactants are S([N:11]1[CH:15]=[C:14]([NH2:16])[CH:13]=[N:12]1)(C1C=CC(C)=CC=1)(=O)=O.[C:17]1(=[O:27])[C:25]2[C:20](=[CH:21][CH:22]=[CH:23][CH:24]=2)[C:19](=[O:26])O1. The catalyst is CN(C=O)C.C(#N)C.O. The product is [NH:11]1[CH:15]=[C:14]([N:16]2[C:19](=[O:26])[C:20]3[C:25](=[CH:24][CH:23]=[CH:22][CH:21]=3)[C:17]2=[O:27])[CH:13]=[N:12]1. The yield is 0.920. (6) The reactants are [F:1][C:2]1[CH:7]=[CH:6][C:5]([CH:8]2[CH2:13][CH2:12][CH2:11][C:10](=O)[CH2:9]2)=[CH:4][CH:3]=1.[H-].[Na+].[C:17](=[O:22])(OC)OC.C(=O)(O)O.[NH2:27][C:28]([NH2:30])=[NH:29]. The catalyst is C1COCC1.CCO. The product is [NH2:30][C:28]1[N:29]=[C:17]([OH:22])[C:11]2[CH2:12][CH2:13][CH:8]([C:5]3[CH:6]=[CH:7][C:2]([F:1])=[CH:3][CH:4]=3)[CH2:9][C:10]=2[N:27]=1. The yield is 0.430.